From a dataset of Reaction yield outcomes from USPTO patents with 853,638 reactions. Predict the reaction yield, written as a fraction of the theoretical maximum amount of product (1.0 means a 100% yield; for example, 0.34 means a 34% yield). The product is [C:16]([O:9][C:3]1[CH:4]=[CH:5][CH:6]=[C:7]([F:8])[C:2]=1[F:1])(=[O:18])[CH3:17]. The yield is 1.00. The reactants are [F:1][C:2]1[C:7]([F:8])=[CH:6][CH:5]=[CH:4][C:3]=1[OH:9].N1C=CC=CC=1.[C:16](Cl)(=[O:18])[CH3:17]. The catalyst is ClCCl.